Predict the product of the given reaction. From a dataset of Forward reaction prediction with 1.9M reactions from USPTO patents (1976-2016). Given the reactants O.C1(C)C=CC(S(O)(=O)=O)=CC=1.[F:13][C:14]([F:46])([CH2:38][O:39][C:40]1[CH:45]=[CH:44][CH:43]=[CH:42][CH:41]=1)/[CH:15]=[CH:16]/[C@@H:17]1[C@@H:29]2[C@@H:20]([O:21][C:22](=[O:30])[CH2:23][CH2:24][CH2:25][CH:26]=[CH:27][CH2:28]2)[CH2:19][C@H:18]1[O:31]C1CCCCO1, predict the reaction product. The product is: [F:46][C:14]([F:13])([CH2:38][O:39][C:40]1[CH:45]=[CH:44][CH:43]=[CH:42][CH:41]=1)/[CH:15]=[CH:16]/[C@@H:17]1[C@@H:29]2[C@@H:20]([O:21][C:22](=[O:30])[CH2:23][CH2:24][CH2:25][CH:26]=[CH:27][CH2:28]2)[CH2:19][C@H:18]1[OH:31].